Binary Classification. Given a drug SMILES string, predict its activity (active/inactive) in a high-throughput screening assay against a specified biological target. From a dataset of M1 muscarinic receptor antagonist screen with 61,756 compounds. (1) The compound is FC(F)(F)c1cc(N2CCN(CC2)C(=O)CCc2onc(n2)c2ccc(cc2)C)ccc1. The result is 0 (inactive). (2) The drug is Brc1oc(C(=O)Nc2c(N3CCOCC3)ccc(c2)C(F)(F)F)cc1. The result is 0 (inactive). (3) The molecule is s1nc2c(NC(=O)COc3ccccc3)cccc2n1. The result is 0 (inactive).